This data is from Full USPTO retrosynthesis dataset with 1.9M reactions from patents (1976-2016). The task is: Predict the reactants needed to synthesize the given product. (1) Given the product [Cl:14][C:15]1[C:24]2[C:19](=[CH:20][CH:21]=[C:22]([C:25]([C:7]3[N:11]([CH3:12])[C:10]([CH3:13])=[N:9][CH:8]=3)([C:27]3[C:28]([CH3:34])=[N:29][C:30]([CH3:33])=[CH:31][CH:32]=3)[OH:26])[CH:23]=2)[N:18]=[C:17]([O:35][CH3:36])[C:16]=1[CH2:37][C:38]1[CH:39]=[CH:40][C:41]([F:44])=[CH:42][CH:43]=1, predict the reactants needed to synthesize it. The reactants are: [Li]CCCC.Br[C:7]1[N:11]([CH3:12])[C:10]([CH3:13])=[N:9][CH:8]=1.[Cl:14][C:15]1[C:24]2[C:19](=[CH:20][CH:21]=[C:22]([C:25]([C:27]3[C:28]([CH3:34])=[N:29][C:30]([CH3:33])=[CH:31][CH:32]=3)=[O:26])[CH:23]=2)[N:18]=[C:17]([O:35][CH3:36])[C:16]=1[CH2:37][C:38]1[CH:43]=[CH:42][C:41]([F:44])=[CH:40][CH:39]=1. (2) Given the product [Cl:1][C:2]1[N:3]=[C:4]([N:14]2[CH2:19][CH2:18][O:17][CH2:16][CH2:15]2)[C:5]2[S:10][C:9]([CH2:11][N:12]([CH3:13])[S:21]([CH3:20])(=[O:23])=[O:22])=[CH:8][C:6]=2[N:7]=1, predict the reactants needed to synthesize it. The reactants are: [Cl:1][C:2]1[N:3]=[C:4]([N:14]2[CH2:19][CH2:18][O:17][CH2:16][CH2:15]2)[C:5]2[S:10][C:9]([CH2:11][NH:12][CH3:13])=[CH:8][C:6]=2[N:7]=1.[CH3:20][S:21](Cl)(=[O:23])=[O:22].C(N(CC)CC)C. (3) Given the product [NH:1]1[C:9]2[C:4](=[CH:5][CH:6]=[CH:7][CH:8]=2)[C:3](/[CH:10]=[C:11]2\[O:12][C:13]3[C:20]([CH2:29][N:26]4[CH2:27][CH2:28][CH:23]([OH:22])[CH2:24][CH2:25]4)=[C:19]([OH:21])[CH:18]=[CH:17][C:14]=3[C:15]\2=[O:16])=[CH:2]1, predict the reactants needed to synthesize it. The reactants are: [NH:1]1[C:9]2[C:4](=[CH:5][CH:6]=[CH:7][CH:8]=2)[C:3](/[CH:10]=[C:11]2\[O:12][C:13]3[CH:20]=[C:19]([OH:21])[CH:18]=[CH:17][C:14]=3[C:15]\2=[O:16])=[CH:2]1.[OH:22][CH:23]1[CH2:28][CH2:27][NH:26][CH2:25][CH2:24]1.[CH2:29]=O.